Dataset: Forward reaction prediction with 1.9M reactions from USPTO patents (1976-2016). Task: Predict the product of the given reaction. (1) Given the reactants [C:1]1(B(O)O)[CH:6]=[CH:5][CH:4]=[CH:3][CH:2]=1.[NH2:10][C:11]1[C:16]([CH3:17])=[CH:15][N:14]=[C:13](Cl)[CH:12]=1.C([O-])([O-])=O.[Na+].[Na+], predict the reaction product. The product is: [NH2:10][C:11]1[C:16]([CH3:17])=[CH:15][N:14]=[C:13]([C:1]2[CH:6]=[CH:5][CH:4]=[CH:3][CH:2]=2)[CH:12]=1. (2) Given the reactants CN(C)[CH2:3][CH2:4][NH:5][C:6]1[S:7][C:8]2[CH:14]=[C:13]([N+:15]([O-:17])=[O:16])[CH:12]=[CH:11][C:9]=2[N:10]=1.[CH3:19][O:20]CCN, predict the reaction product. The product is: [CH3:19][O:20][CH2:3][CH2:4][NH:5][C:6]1[S:7][C:8]2[CH:14]=[C:13]([N+:15]([O-:17])=[O:16])[CH:12]=[CH:11][C:9]=2[N:10]=1. (3) Given the reactants [CH3:1][S-:2].[Na+].Cl[C:5]1[N:6]=[C:7]([C:15]2[CH:20]=[CH:19][C:18]([C:21]([F:24])([F:23])[F:22])=[CH:17][CH:16]=2)[C:8]2[CH:13]=[C:12]([CH3:14])[S:11][C:9]=2[N:10]=1.C(=O)(O)[O-].[Na+], predict the reaction product. The product is: [CH3:14][C:12]1[S:11][C:9]2[N:10]=[C:5]([S:2][CH3:1])[N:6]=[C:7]([C:15]3[CH:20]=[CH:19][C:18]([C:21]([F:24])([F:23])[F:22])=[CH:17][CH:16]=3)[C:8]=2[CH:13]=1. (4) Given the reactants C(O[C:4](=O)[CH:5]([C:16]1[C:21]([NH:22][C:23]([O:25][CH2:26][C:27]2[CH:32]=[CH:31][CH:30]=[CH:29][CH:28]=2)=[O:24])=[CH:20][CH:19]=[C:18]([O:33][CH3:34])[N:17]=1)S(C1C=CC(C)=CC=1)(=O)=O)C.[CH3:36][C:37](C)([O-:39])C.[K+].C1C[O:45][CH2:44]C1, predict the reaction product. The product is: [CH2:37]([O:39][C:44](=[O:45])[CH:4]=[CH:5][C:16]1[C:21]([NH:22][C:23]([O:25][CH2:26][C:27]2[CH:28]=[CH:29][CH:30]=[CH:31][CH:32]=2)=[O:24])=[CH:20][CH:19]=[C:18]([O:33][CH3:34])[N:17]=1)[CH3:36].